This data is from Forward reaction prediction with 1.9M reactions from USPTO patents (1976-2016). The task is: Predict the product of the given reaction. (1) Given the reactants [CH3:1][C:2]1[CH:7]=[C:6]([N+:8]([O-:10])=[O:9])[CH:5]=[CH:4][C:3]=1[CH2:11][OH:12], predict the reaction product. The product is: [CH3:1][C:2]1[CH:7]=[C:6]([N+:8]([O-:10])=[O:9])[CH:5]=[CH:4][C:3]=1[CH:11]=[O:12]. (2) Given the reactants [CH:1]1([C:4]2[NH:8][N:7]=[C:6]([NH:9][C:10]3[C:17]([F:18])=[CH:16][C:13]([C:14]#[N:15])=[C:12]([NH:19][C@H:20]([C:22]4[CH:27]=[CH:26][C:25]([F:28])=[CH:24][CH:23]=4)[CH3:21])[N:11]=3)[CH:5]=2)[CH2:3][CH2:2]1.FC1C=CC([C@H](N)C)=CC=1.CCN(C(C)C)C(C)C, predict the reaction product. The product is: [CH:1]1([C:4]2[NH:8][N:7]=[C:6]([NH:9][C:10]3[C:17]([F:18])=[CH:16][C:13]([C:14]#[N:15])=[C:12]([NH:19][C@@H:20]([C:22]4[CH:27]=[CH:26][C:25]([F:28])=[CH:24][CH:23]=4)[CH3:21])[N:11]=3)[CH:5]=2)[CH2:3][CH2:2]1.